Predict which catalyst facilitates the given reaction. From a dataset of Catalyst prediction with 721,799 reactions and 888 catalyst types from USPTO. (1) Reactant: [Cl:1][C:2]1[CH:3]=[CH:4][C:5]([S:10][CH2:11][CH3:12])=[C:6]([NH:8][NH2:9])[CH:7]=1.[NH2:13][C:14]1[C:22]([Br:23])=[C:21]([CH3:24])[C:20]([Br:25])=[CH:19][C:15]=1[C:16](O)=[O:17].NC1C=CC(C(F)(F)F)=CC=1C(NCC1C=C(Br)C=CC=1S(CC)(=O)=O)=O.CN(C(ON1N=NC2C=CC=CC1=2)=[N+](C)C)C.F[P-](F)(F)(F)(F)F. Product: [NH2:13][C:14]1[C:22]([Br:23])=[C:21]([CH3:24])[C:20]([Br:25])=[CH:19][C:15]=1[C:16]([NH:9][NH:8][C:6]1[CH:7]=[C:2]([Cl:1])[CH:3]=[CH:4][C:5]=1[S:10][CH2:11][CH3:12])=[O:17]. The catalyst class is: 3. (2) Reactant: [C:1]([O:5][C:6]([N:8]1[CH2:12][CH2:11][C:10]2([CH2:16][CH2:15][NH:14][CH2:13]2)[CH2:9]1)=[O:7])([CH3:4])([CH3:3])[CH3:2].C(O[C:20]1(O[Si](C)(C)C)[CH2:22][CH2:21]1)C.CC(O)=O.[BH3-]C#N.[Na+]. Product: [C:1]([O:5][C:6]([N:8]1[CH2:12][CH2:11][C:10]2([CH2:16][CH2:15][N:14]([CH:20]3[CH2:22][CH2:21]3)[CH2:13]2)[CH2:9]1)=[O:7])([CH3:4])([CH3:2])[CH3:3]. The catalyst class is: 92.